Predict the product of the given reaction. From a dataset of Forward reaction prediction with 1.9M reactions from USPTO patents (1976-2016). (1) Given the reactants [Si:1]([O:8][CH2:9][C:10]1[N:11]([CH3:32])[C:12]2[C:17]([CH:18]=1)=[CH:16][C:15]1[CH:19]([OH:31])[CH:20]=[CH:21][CH2:22][N:23]([C:24]([O:26][C:27]([CH3:30])([CH3:29])[CH3:28])=[O:25])[C:14]=1[CH:13]=2)([C:4]([CH3:7])([CH3:6])[CH3:5])([CH3:3])[CH3:2], predict the reaction product. The product is: [Si:1]([O:8][CH2:9][C:10]1[N:11]([CH3:32])[C:12]2[C:17]([CH:18]=1)=[CH:16][C:15]1[C:19](=[O:31])[CH:20]=[CH:21][CH2:22][N:23]([C:24]([O:26][C:27]([CH3:30])([CH3:29])[CH3:28])=[O:25])[C:14]=1[CH:13]=2)([C:4]([CH3:7])([CH3:5])[CH3:6])([CH3:3])[CH3:2]. (2) Given the reactants [C:1]([CH:8]1[CH2:13][CH2:12][N:11](N)[CH2:10][CH2:9]1)([O:3][C:4]([CH3:7])([CH3:6])[CH3:5])=[O:2].C(=O)([O-])[O-].[K+].[K+].[I-].[K+].[CH3:23][O:24][CH2:25][CH2:26]Br.C(#[N:30])C, predict the reaction product. The product is: [C:1]([C:8]1([NH2:30])[CH2:13][CH2:12][N:11]([CH2:26][CH2:25][O:24][CH3:23])[CH2:10][CH2:9]1)([O:3][C:4]([CH3:7])([CH3:6])[CH3:5])=[O:2]. (3) Given the reactants C[N:2](C)/[CH:3]=[CH:4]/[C:5]([C:7]1[CH:34]=[CH:33][C:10]([O:11][C:12]2[CH:13]=[C:14]([CH:24]=[C:25]([O:27][C@@H:28]([CH3:32])[CH2:29][O:30][CH3:31])[CH:26]=2)[C:15]([NH:17][C:18]2[CH:22]=[CH:21][N:20]([CH3:23])[N:19]=2)=[O:16])=[CH:9][CH:8]=1)=O.O.[NH2:37]N, predict the reaction product. The product is: [CH3:31][O:30][CH2:29][C@H:28]([CH3:32])[O:27][C:25]1[CH:24]=[C:14]([CH:13]=[C:12]([O:11][C:10]2[CH:33]=[CH:34][C:7]([C:5]3[CH:4]=[CH:3][NH:2][N:37]=3)=[CH:8][CH:9]=2)[CH:26]=1)[C:15]([NH:17][C:18]1[CH:22]=[CH:21][N:20]([CH3:23])[N:19]=1)=[O:16]. (4) Given the reactants [CH3:1][O:2][C@@H:3]1[CH2:7][N:6]([C:8]([O:10][C:11]([CH3:14])([CH3:13])[CH3:12])=[O:9])[C@@:5]([C:18]([NH:20][CH2:21][C:22](=O)[CH2:23][CH2:24][C:25]([O:27][CH3:28])=[O:26])=O)([CH2:15][O:16][CH3:17])[CH2:4]1.COC1C=CC(P2(SP(C3C=CC(OC)=CC=3)(=S)S2)=[S:39])=CC=1.[Cl-].[Na+], predict the reaction product. The product is: [CH3:28][O:27][C:25](=[O:26])[CH2:24][CH2:23][C:22]1[S:39][C:18]([C@:5]2([CH2:15][O:16][CH3:17])[CH2:4][C@H:3]([O:2][CH3:1])[CH2:7][N:6]2[C:8]([O:10][C:11]([CH3:14])([CH3:13])[CH3:12])=[O:9])=[N:20][CH:21]=1. (5) The product is: [F:1][C:2]1[CH:3]=[CH:4][C:5]([CH2:6][NH:7][C:8]([C:10]2[N:11]=[C:12]3[C:18]4([N:21]([CH3:22])[C:31](=[O:33])[C:30](=[O:29])[N:34]5[CH2:38][CH2:37][CH2:36][CH2:35]5)[CH2:19][CH2:20][CH:15]([CH2:16][CH2:17]4)[CH2:14][N:13]3[C:23](=[O:26])[C:24]=2[OH:25])=[O:9])=[CH:27][CH:28]=1. Given the reactants [F:1][C:2]1[CH:28]=[CH:27][C:5]([CH2:6][NH:7][C:8]([C:10]2[N:11]=[C:12]3[C:18]4([NH:21][CH3:22])[CH2:19][CH2:20][CH:15]([CH2:16][CH2:17]4)[CH2:14][N:13]3[C:23](=[O:26])[C:24]=2[OH:25])=[O:9])=[CH:4][CH:3]=1.[O:29]=[C:30]([N:34]1[CH2:38][CH2:37][CH2:36][CH2:35]1)[C:31]([OH:33])=O.C(N(C(C)C)CC)(C)C.F[P-](F)(F)(F)(F)F.N1(OC(N(C)C)=[N+](C)C)C2N=CC=CC=2N=N1, predict the reaction product. (6) The product is: [C:1]([CH2:4][CH2:5][C:6]1[CH:11]=[C:10](/[C:14](=[CH:47]\[CH:48]=[C:49]2\[N:50]([CH2:72][CH2:73][CH2:95][CH2:94][S:36]([O-:39])(=[O:38])=[O:37])[C:51]3[CH:52]=[CH:53][C:54]4[C:63]([S:64]([O-:67])(=[O:66])=[O:65])=[CH:62][C:61]([S:68]([O-:71])(=[O:70])=[O:69])=[CH:60][C:55]=4[C:56]=3[C:57]\2([CH3:58])[CH3:59])/[CH:15]=[CH:16]/[C:17]2[C:25]([CH3:27])([CH3:26])[C:24]3[C:23]4[CH:28]=[C:29]([S:36]([O-:39])(=[O:38])=[O:37])[CH:30]=[C:31]([S:32]([O-:35])(=[O:33])=[O:34])[C:22]=4[CH:21]=[CH:20][C:19]=3[N+:18]=2[CH2:40][CH2:41][CH2:42][CH2:31][S:32]([O-:35])(=[O:34])=[O:33])[CH:9]=[CH:8][CH:7]=1)([OH:3])=[O:2].[Na+:79].[Na+:79].[Na+:79].[Na+:79].[Na+:79]. Given the reactants [C:1]([CH2:4][CH2:5][CH2:6][CH2:7][C:8]1[CH:9]=[C:10](/[C:14](=[CH:47]\[CH:48]=[C:49]2\[N:50]([CH2:72][CH2:73]CS([O-])(=O)=O)[C:51]3[CH:52]=[CH:53][C:54]4[C:63]([S:64]([O-:67])(=[O:66])=[O:65])=[CH:62][C:61]([S:68]([O-:71])(=[O:70])=[O:69])=[CH:60][C:55]=4[C:56]=3[C:57]\2([CH3:59])[CH3:58])/[CH:15]=[CH:16]/[C:17]2[C:25]([CH3:27])([CH3:26])[C:24]3[C:23]4[CH:28]=[C:29]([S:36]([O-:39])(=[O:38])=[O:37])[CH:30]=[C:31]([S:32]([O-:35])(=[O:34])=[O:33])[C:22]=4[CH:21]=[CH:20][C:19]=3[N+:18]=2[CH2:40][CH2:41][CH2:42]S([O-])(=O)=O)[CH:11]=CC=1)([OH:3])=[O:2].[Na+:79].[Na+].[Na+].[Na+].[Na+].B(C1C=C(C[CH2:94][C:95](O)=O)C=CC=1)(O)O, predict the reaction product. (7) Given the reactants Cl[C:2]1[C:11]2[C:6](=[CH:7][C:8]([O:12][CH3:13])=[CH:9][CH:10]=2)[CH:5]=[C:4]([NH:14][C:15]2[CH:19]=[C:18]([CH3:20])[NH:17][N:16]=2)[N:3]=1.[NH:21]1[CH:25]=[C:24](B(O)O)[CH:23]=[N:22]1, predict the reaction product. The product is: [CH3:20][C:18]1[NH:17][N:16]=[C:15]([NH:14][C:4]2[N:3]=[C:2]([C:24]3[CH:25]=[N:21][NH:22][CH:23]=3)[C:11]3[C:6]([CH:5]=2)=[CH:7][C:8]([O:12][CH3:13])=[CH:9][CH:10]=3)[CH:19]=1.